This data is from HIV replication inhibition screening data with 41,000+ compounds from the AIDS Antiviral Screen. The task is: Binary Classification. Given a drug SMILES string, predict its activity (active/inactive) in a high-throughput screening assay against a specified biological target. (1) The molecule is S=c1[nH]nc(Cc2ccc(Cl)cc2)[nH]1. The result is 0 (inactive). (2) The compound is N#CC(C(=O)CCC(=O)Nc1cccc(C(F)(F)F)c1)c1ccc(Cl)cc1. The result is 0 (inactive). (3) The molecule is O=C(O)CN(CC(=O)O)Cc1cc(C#Cc2ccc(C#Cc3ccccc3)cc2)cc(CN(CC(=O)O)CC(=O)O)n1. The result is 0 (inactive). (4) The molecule is [Se]=c1[nH]c2ccccc2o1. The result is 0 (inactive). (5) The result is 0 (inactive). The compound is CCCCCCCCCCCCCCCCOCC(CCl)OP(=O)(O)OP(=O)(O)OCC1OC(n2ccc(=N)[nH]c2=O)C(O)C1O.[NaH]. (6) The molecule is COC(=O)C1CC([Se]c2ccccc2)CN1S(=O)(=O)c1ccc(C)cc1. The result is 0 (inactive). (7) The compound is Br.NCCCCNOCCCN. The result is 0 (inactive). (8) The drug is c1ccc(SC2CCCCO2)cc1. The result is 0 (inactive).